From a dataset of Full USPTO retrosynthesis dataset with 1.9M reactions from patents (1976-2016). Predict the reactants needed to synthesize the given product. (1) Given the product [ClH:28].[CH2:1]([N:8]1[CH2:12][CH2:11][C@@H:10]([C:13]([C:22]2[CH:27]=[CH:26][CH:25]=[CH:24][CH:23]=2)([C:16]2[CH:17]=[CH:18][CH:19]=[CH:20][CH:21]=2)[C:14]#[N:15])[CH2:9]1)[C:2]1[CH:3]=[CH:4][CH:5]=[CH:6][CH:7]=1, predict the reactants needed to synthesize it. The reactants are: [CH2:1]([N:8]1[CH2:12][CH2:11][C@@H:10]([C:13]([C:22]2[CH:27]=[CH:26][CH:25]=[CH:24][CH:23]=2)([C:16]2[CH:21]=[CH:20][CH:19]=[CH:18][CH:17]=2)[C:14]#[N:15])[CH2:9]1)[C:2]1[CH:7]=[CH:6][CH:5]=[CH:4][CH:3]=1.[ClH:28]. (2) Given the product [Si:1]([O:8][Si:1]([C:4]([CH3:5])([CH3:6])[CH3:7])([CH3:2])[CH3:3])([C:4]([CH3:7])([CH3:6])[CH3:5])([CH3:3])[CH3:2].[Cl:61][C:51]1[C:52]([F:60])=[CH:53][CH:54]=[C:55]([O:56][CH:57]([F:58])[F:59])[C:50]=1[CH:29]([C:28]1[C:22]2[C:23](=[N:24][CH:25]=[C:20]([C:18]3[CH:17]=[N:16][N:15]([C@H:12]4[CH2:13][CH2:14][C@H:9]([OH:8])[CH2:10][CH2:11]4)[CH:19]=3)[CH:21]=2)[NH:26][CH:27]=1)[CH2:30][F:49], predict the reactants needed to synthesize it. The reactants are: [Si:1]([O:8][C@H:9]1[CH2:14][CH2:13][C@H:12]([N:15]2[CH:19]=[C:18]([C:20]3[CH:21]=[C:22]4[C:28]([CH:29]([C:50]5[C:55]([O:56][CH:57]([F:59])[F:58])=[CH:54][CH:53]=[C:52]([F:60])[C:51]=5[Cl:61])[C:30]([F:49])(S(C5C=CC=CC=5)(=O)=O)S(C5C=CC=CC=5)(=O)=O)=[CH:27][NH:26][C:23]4=[N:24][CH:25]=3)[CH:17]=[N:16]2)[CH2:11][CH2:10]1)([C:4]([CH3:7])([CH3:6])[CH3:5])([CH3:3])[CH3:2].P([O-])([O-])(O)=O.[Na+].[Na+]. (3) Given the product [CH3:1][N:2]1[C:3]([C:19]2[CH:24]=[CH:23][CH:22]=[CH:21][CH:20]=2)=[C:4]2[C:5](=[C:8]([C:12]3[CH:17]=[CH:16][C:15]([Br:18])=[CH:14][CH:13]=3)[N:25]([C:26]3[CH:31]=[CH:30][CH:29]=[CH:28][CH:27]=3)[C:10]2=[O:9])[C:6]1=[O:7], predict the reactants needed to synthesize it. The reactants are: [CH3:1][N:2]1[C:6](=[O:7])[C:5]2=[C:8]([C:12]3[CH:17]=[CH:16][C:15]([Br:18])=[CH:14][CH:13]=3)[O:9][C:10](=O)[C:4]2=[C:3]1[C:19]1[CH:24]=[CH:23][CH:22]=[CH:21][CH:20]=1.[NH2:25][C:26]1[CH:31]=[CH:30][CH:29]=[CH:28][CH:27]=1.C1CCC(N=C=NC2CCCCC2)CC1.